This data is from Forward reaction prediction with 1.9M reactions from USPTO patents (1976-2016). The task is: Predict the product of the given reaction. (1) Given the reactants [Br:1]N1C(=O)CCC1=O.[CH3:9][C:10]1[C:18]2[C:13](=[CH:14][CH:15]=[CH:16][CH:17]=2)[NH:12][CH:11]=1.[OH2:19], predict the reaction product. The product is: [Br:1][C:10]1([CH3:9])[C:18]2[C:13](=[CH:14][CH:15]=[CH:16][CH:17]=2)[NH:12][C:11]1=[O:19]. (2) Given the reactants [ClH:1].Cl.[NH2:3][C:4]1[CH:23]=[CH:22][C:7]2[CH:8]=[C:9]([C:11]([NH:13][C@@H:14]3[CH:19]4[CH2:20][CH2:21][N:16]([CH2:17][CH2:18]4)[CH2:15]3)=[O:12])[S:10][C:6]=2[CH:5]=1.C(N(CC)CC)C.[F:31][C:32]1[CH:37]=[CH:36][CH:35]=[C:34]([F:38])[C:33]=1[N:39]=[C:40]=[O:41], predict the reaction product. The product is: [ClH:1].[N:16]12[CH2:21][CH2:20][CH:19]([CH2:18][CH2:17]1)[C@@H:14]([NH:13][C:11]([C:9]1[S:10][C:6]3[CH:5]=[C:4]([NH:3][C:40]([NH:39][C:33]4[C:34]([F:38])=[CH:35][CH:36]=[CH:37][C:32]=4[F:31])=[O:41])[CH:23]=[CH:22][C:7]=3[CH:8]=1)=[O:12])[CH2:15]2.